This data is from Reaction yield outcomes from USPTO patents with 853,638 reactions. The task is: Predict the reaction yield, written as a fraction of the theoretical maximum amount of product (1.0 means a 100% yield; for example, 0.34 means a 34% yield). (1) The reactants are O[C:2]([C:5]1[CH:10]=[CH:9][C:8]([CH2:11][C:12]([NH:14][C@@H:15]([C:17]2[CH:22]=[CH:21][C:20]([O:23][CH2:24][C:25]([F:28])([F:27])[F:26])=[CH:19][N:18]=2)[CH3:16])=[O:13])=[CH:7][CH:6]=1)([CH3:4])[CH3:3].O.C1(C)C=CC(S(O)(=O)=O)=CC=1. The catalyst is C1(C)C=CC=CC=1.C(Cl)Cl. The product is [C:2]([C:5]1[CH:6]=[CH:7][C:8]([CH2:11][C:12]([NH:14][C@@H:15]([C:17]2[CH:22]=[CH:21][C:20]([O:23][CH2:24][C:25]([F:28])([F:26])[F:27])=[CH:19][N:18]=2)[CH3:16])=[O:13])=[CH:9][CH:10]=1)([CH3:4])=[CH2:3]. The yield is 0.830. (2) The reactants are Cl[C:2]1[N:7]2[CH:8]=[CH:9][N:10]=[C:6]2[CH:5]=[C:4]([C:11]2[CH:12]=[N:13][N:14]([CH3:16])[CH:15]=2)[N:3]=1.[C:17]([CH2:19][C:20]1([N:31]2[CH:35]=[C:34](B3OC(C)(C)C(C)(C)O3)[CH:33]=[N:32]2)[CH2:23][N:22]([C:24]([O:26][C:27]([CH3:30])([CH3:29])[CH3:28])=[O:25])[CH2:21]1)#[N:18].[O-]P([O-])([O-])=O.[K+].[K+].[K+].O1CCOCC1. The catalyst is CCOC(C)=O.O.C1C=CC([P]([Pd]([P](C2C=CC=CC=2)(C2C=CC=CC=2)C2C=CC=CC=2)([P](C2C=CC=CC=2)(C2C=CC=CC=2)C2C=CC=CC=2)[P](C2C=CC=CC=2)(C2C=CC=CC=2)C2C=CC=CC=2)(C2C=CC=CC=2)C2C=CC=CC=2)=CC=1. The product is [C:17]([CH2:19][C:20]1([N:31]2[CH:35]=[C:34]([C:2]3[N:7]4[CH:8]=[CH:9][N:10]=[C:6]4[CH:5]=[C:4]([C:11]4[CH:12]=[N:13][N:14]([CH3:16])[CH:15]=4)[N:3]=3)[CH:33]=[N:32]2)[CH2:23][N:22]([C:24]([O:26][C:27]([CH3:30])([CH3:29])[CH3:28])=[O:25])[CH2:21]1)#[N:18]. The yield is 0.888. (3) The reactants are [CH3:1][C:2]1[CH:7]=[CH:6][C:5]([S:8][C:9]2[CH:10]=[C:11]([NH:15]C(=O)C)[CH:12]=[CH:13][CH:14]=2)=[C:4]([NH:19][C:20]2[C:29]3[C:24](=[N:25][C:26]([CH2:30][CH2:31][CH3:32])=[CH:27][CH:28]=3)[N:23]=[CH:22][CH:21]=2)[CH:3]=1.Cl.[OH-].[Na+]. The catalyst is O. The product is [NH2:15][C:11]1[CH:10]=[C:9]([S:8][C:5]2[CH:6]=[CH:7][C:2]([CH3:1])=[CH:3][C:4]=2[NH:19][C:20]2[C:29]3[C:24](=[N:25][C:26]([CH2:30][CH2:31][CH3:32])=[CH:27][CH:28]=3)[N:23]=[CH:22][CH:21]=2)[CH:14]=[CH:13][CH:12]=1. The yield is 0.660. (4) The reactants are C[O:2][C:3]([C:5]1[CH:14]=[C:13]([O:15][CH2:16][C:17](=[O:27])[NH:18][C:19]2[CH:24]=[CH:23][CH:22]=[C:21]([CH2:25][OH:26])[CH:20]=2)[C:12]2[C:7](=[CH:8][C:9]([Cl:29])=[CH:10][C:11]=2[Cl:28])[CH:6]=1)=[O:4].[Li+].[OH-]. No catalyst specified. The product is [Cl:28][C:11]1[CH:10]=[C:9]([Cl:29])[CH:8]=[C:7]2[C:12]=1[C:13]([O:15][CH2:16][C:17](=[O:27])[NH:18][C:19]1[CH:24]=[CH:23][CH:22]=[C:21]([CH2:25][OH:26])[CH:20]=1)=[CH:14][C:5]([C:3]([OH:4])=[O:2])=[CH:6]2. The yield is 0.430. (5) The reactants are C([O-])(=O)C.[NH4+].[Br:6][C:7]1[C:15]2[C:10](=[CH:11][CH:12]=[C:13]([N+:16]([O-])=O)[CH:14]=2)[NH:9][N:8]=1.[OH-].[Na+]. The catalyst is CC(C)=O.O.[Cl-].[Cl-].[Cl-].[Ti+3]. The product is [NH2:16][C:13]1[CH:14]=[C:15]2[C:10](=[CH:11][CH:12]=1)[NH:9][N:8]=[C:7]2[Br:6]. The yield is 0.860. (6) The reactants are [C:1]([O:4][CH2:5][CH2:6][N:7]1[CH2:12][CH2:11][N:10]([S:13]([C:16]2[CH:17]=[CH:18][C:19]([O:37][CH2:38][CH2:39][CH3:40])=[C:20]([C:22]3[NH:23][C:24](=[O:36])[C:25]4[N:30]([CH2:31][CH3:32])[CH:29]=[C:28]([CH2:33][CH2:34][CH3:35])[C:26]=4[N:27]=3)[CH:21]=2)(=[O:15])=[O:14])[CH2:9][CH2:8]1)(=[O:3])[CH3:2].[ClH:41].OS(O)(=O)=O. The catalyst is CCOCC.C1COCC1. The product is [ClH:41].[C:1]([O:4][CH2:5][CH2:6][N:7]1[CH2:12][CH2:11][N:10]([S:13]([C:16]2[CH:17]=[CH:18][C:19]([O:37][CH2:38][CH2:39][CH3:40])=[C:20]([C:22]3[NH:23][C:24](=[O:36])[C:25]4[N:30]([CH2:31][CH3:32])[CH:29]=[C:28]([CH2:33][CH2:34][CH3:35])[C:26]=4[N:27]=3)[CH:21]=2)(=[O:15])=[O:14])[CH2:9][CH2:8]1)(=[O:3])[CH3:2]. The yield is 0.950.